From a dataset of Full USPTO retrosynthesis dataset with 1.9M reactions from patents (1976-2016). Predict the reactants needed to synthesize the given product. The reactants are: FC1C=CC(C[C:9]2[CH:18]=[C:17]3[C:12]([C:13](O)=[C:14]([C:21]([O:23]CC)=O)[C:15](=O)[N:16]3C)=[N:11][CH:10]=2)=CC=1.[NH2:27]CCN1CCNC1=O. Given the product [NH:16]1[C:17]2[C:12](=[N:11][CH:10]=[CH:9][CH:18]=2)[CH:13]=[C:14]([C:21]([NH2:27])=[O:23])[CH2:15]1, predict the reactants needed to synthesize it.